Dataset: Full USPTO retrosynthesis dataset with 1.9M reactions from patents (1976-2016). Task: Predict the reactants needed to synthesize the given product. (1) Given the product [Cl:1][C:2]1[CH:10]=[C:9]2[C:5]([C:6]([C:11]([N:13]3[CH2:18][CH2:17][C:16]4([C:22]5[CH:23]=[CH:24][C:25]([F:27])=[CH:26][C:21]=5[C:20](=[O:28])[O:19]4)[CH2:15][CH2:14]3)=[O:12])=[CH:7][N:8]2[CH2:43][C:42](=[O:45])[N:39]2[CH2:40][CH2:41][NH:36][CH2:37][CH2:38]2)=[CH:4][CH:3]=1, predict the reactants needed to synthesize it. The reactants are: [Cl:1][C:2]1[CH:10]=[C:9]2[C:5]([C:6]([C:11]([N:13]3[CH2:18][CH2:17][C:16]4([C:22]5[CH:23]=[CH:24][C:25]([F:27])=[CH:26][C:21]=5[C:20](=[O:28])[O:19]4)[CH2:15][CH2:14]3)=[O:12])=[CH:7][NH:8]2)=[CH:4][CH:3]=1.C(OC([N:36]1[CH2:41][CH2:40][N:39]([C:42](=[O:45])[CH2:43]Cl)[CH2:38][CH2:37]1)=O)(C)(C)C. (2) Given the product [CH3:1][O:2][C:3](=[O:27])[C@H:4]([CH2:6][C:7]1[CH:8]=[CH:9][C:10]([O:13][CH2:14][C:15]2[N:19]([CH3:20])[C:18]3[CH:21]=[C:22]([O:25][CH3:26])[CH:23]=[CH:24][C:17]=3[N:16]=2)=[CH:11][CH:12]=1)[NH:5][S:35]([CH3:34])(=[O:37])=[O:36], predict the reactants needed to synthesize it. The reactants are: [CH3:1][O:2][C:3](=[O:27])[C@H:4]([CH2:6][C:7]1[CH:12]=[CH:11][C:10]([O:13][CH2:14][C:15]2[N:19]([CH3:20])[C:18]3[CH:21]=[C:22]([O:25][CH3:26])[CH:23]=[CH:24][C:17]=3[N:16]=2)=[CH:9][CH:8]=1)[NH2:5].N1C=CC=CC=1.[CH3:34][S:35](O[S:35]([CH3:34])(=[O:37])=[O:36])(=[O:37])=[O:36]. (3) Given the product [C:23]([C:26]1[O:21][N:20]=[C:18]([C:16]2[CH:15]=[CH:14][C:12]3[N:13]=[C:9]([C:3]4[C:4]([Cl:8])=[CH:5][CH:6]=[CH:7][C:2]=4[Cl:1])[NH:10][C:11]=3[CH:17]=2)[N:19]=1)([CH3:25])([CH3:24])[CH3:22], predict the reactants needed to synthesize it. The reactants are: [Cl:1][C:2]1[CH:7]=[CH:6][CH:5]=[C:4]([Cl:8])[C:3]=1[C:9]1[NH:10][C:11]2[CH:17]=[C:16]([C:18]([NH:20][OH:21])=[NH:19])[CH:15]=[CH:14][C:12]=2[N:13]=1.[C:22](O[C:22](=O)[C:23]([CH3:26])([CH3:25])[CH3:24])(=O)[C:23]([CH3:26])([CH3:25])[CH3:24]. (4) Given the product [CH:17]1([N:16]([CH:10]2[CH2:11][CH2:12][CH2:13][CH2:14][CH2:15]2)[C:25]([NH:9][C:7]2[S:8][C:4]([S:1][C:2]#[N:3])=[CH:5][N:6]=2)=[O:26])[CH2:18][CH2:19][CH2:20][CH2:21][CH2:22]1, predict the reactants needed to synthesize it. The reactants are: [S:1]([C:4]1[S:8][C:7]([NH2:9])=[N:6][CH:5]=1)[C:2]#[N:3].[CH:10]1([NH:16][CH:17]2[CH2:22][CH2:21][CH2:20][CH2:19][CH2:18]2)[CH2:15][CH2:14][CH2:13][CH2:12][CH2:11]1.C1C[O:26][CH2:25]C1. (5) Given the product [Cl:1][C:2]1[CH:3]=[C:4]([C:8]2[CH:9]=[C:10]([C:27]([NH2:31])=[O:29])[C:11]3[NH:25][C:14]4=[N:15][C:16]([N:19]5[CH2:24][CH2:23][O:22][CH2:21][CH2:20]5)=[CH:17][CH:18]=[C:13]4[C:12]=3[N:26]=2)[CH:5]=[CH:6][CH:7]=1, predict the reactants needed to synthesize it. The reactants are: [Cl:1][C:2]1[CH:3]=[C:4]([C:8]2[CH:9]=[C:10]([C:27]([O:29]C)=O)[C:11]3[NH:25][C:14]4=[N:15][C:16]([N:19]5[CH2:24][CH2:23][O:22][CH2:21][CH2:20]5)=[CH:17][CH:18]=[C:13]4[C:12]=3[N:26]=2)[CH:5]=[CH:6][CH:7]=1.[NH3:31]. (6) Given the product [F:16][C:11]1[CH:12]=[CH:13][CH:14]=[C:15]2[C:10]=1[C:9]([C:17]([NH:19][C@H:20]1[CH2:25][CH2:24][CH2:23][CH2:22][C@@H:21]1[OH:26])=[O:18])=[CH:8][N:7]2[CH2:6][C:5]1[CH:27]=[CH:28][C:2]([C:31]2[CH:30]=[N:29][CH:34]=[CH:33][CH:32]=2)=[CH:3][CH:4]=1, predict the reactants needed to synthesize it. The reactants are: Br[C:2]1[CH:28]=[CH:27][C:5]([CH2:6][N:7]2[C:15]3[C:10](=[C:11]([F:16])[CH:12]=[CH:13][CH:14]=3)[C:9]([C:17]([NH:19][C@H:20]3[CH2:25][CH2:24][CH2:23][CH2:22][C@@H:21]3[OH:26])=[O:18])=[CH:8]2)=[CH:4][CH:3]=1.[N:29]1[CH:34]=[CH:33][CH:32]=[C:31](B(O)O)[CH:30]=1. (7) Given the product [Cl:45][C:46]1[CH:61]=[CH:60][C:49]2[N:50]=[C:51]([CH2:53][CH:54]3[CH2:58][CH2:57][CH2:56][CH:55]3[NH:59][C:36](=[O:38])[C:35]3[C:39]([O:43][CH3:44])=[CH:40][CH:41]=[CH:42][C:34]=3[O:33][CH3:32])[S:52][C:48]=2[CH:47]=1, predict the reactants needed to synthesize it. The reactants are: C(OC1C=CC=C(OCC)C=1C(NC1CCCC1CC1C=CC2C(=CC=CC=2)N=1)=O)C.[CH3:32][O:33][C:34]1[CH:42]=[CH:41][CH:40]=[C:39]([O:43][CH3:44])[C:35]=1[C:36]([OH:38])=O.[Cl:45][C:46]1[CH:61]=[CH:60][C:49]2[N:50]=[C:51]([CH2:53][CH:54]3[CH2:58][CH2:57][CH2:56][CH:55]3[NH2:59])[S:52][C:48]=2[CH:47]=1.